This data is from Reaction yield outcomes from USPTO patents with 853,638 reactions. The task is: Predict the reaction yield, written as a fraction of the theoretical maximum amount of product (1.0 means a 100% yield; for example, 0.34 means a 34% yield). (1) The reactants are [O:1]=[C:2]1[NH:7][C:6]([CH2:8][NH:9]C(=O)OCC2C=CC=CC=2)=[N:5][C:4]2[CH2:20][CH2:21][O:22][CH2:23][C:3]1=2. The catalyst is CO.[OH-].[Pd+2].[OH-]. The product is [NH2:9][CH2:8][C:6]1[NH:7][C:2](=[O:1])[C:3]2[CH2:23][O:22][CH2:21][CH2:20][C:4]=2[N:5]=1. The yield is 0.750. (2) The reactants are C(Cl)(=O)C(Cl)=O.[CH3:7][C:8]1[C:20]([CH3:21])=[CH:19][CH:18]=[CH:17][C:9]=1[O:10][C:11]([CH3:16])([CH3:15])[C:12]([OH:14])=O.[Cl-].[Al+3].[Cl-].[Cl-]. The catalyst is CN(C=O)C.C1COCC1. The product is [CH3:15][C:11]1([CH3:16])[C:12](=[O:14])[C:17]2[CH:18]=[CH:19][C:20]([CH3:21])=[C:8]([CH3:7])[C:9]=2[O:10]1. The yield is 0.750. (3) The reactants are [Cl:1][C:2]1[N:11]=[C:10](Cl)[C:9]2[C:4](=[CH:5][C:6]([C:13]([OH:15])=[O:14])=[CH:7][CH:8]=2)[N:3]=1.[OH:16][C@H:17]([CH2:26][CH:27]([CH3:29])[CH3:28])[C:18]([N:20]1[CH2:25][CH2:24][NH:23][CH2:22][CH2:21]1)=[O:19].C(N(CC)CC)C. The catalyst is C(Cl)Cl. The product is [Cl:1][C:2]1[N:11]=[C:10]([N:23]2[CH2:22][CH2:21][N:20]([C:18](=[O:19])[C@H:17]([OH:16])[CH2:26][CH:27]([CH3:28])[CH3:29])[CH2:25][CH2:24]2)[C:9]2[C:4](=[CH:5][C:6]([C:13]([OH:15])=[O:14])=[CH:7][CH:8]=2)[N:3]=1. The yield is 0.770. (4) The reactants are [Br:1][C:2]1[CH:3]=[C:4]([C:8]2[NH:13][C:12](=[S:14])[N:11]3[N:15]=[CH:16][CH:17]=[C:10]3[CH:9]=2)[CH:5]=[CH:6][CH:7]=1.[CH3:18]I.Cl. The catalyst is [OH-].[Na+].CO. The product is [Br:1][C:2]1[CH:3]=[C:4]([C:8]2[N:13]=[C:12]([S:14][CH3:18])[N:11]3[N:15]=[CH:16][CH:17]=[C:10]3[CH:9]=2)[CH:5]=[CH:6][CH:7]=1. The yield is 0.360. (5) The reactants are C([O:3][C:4](=[O:28])[CH:5]([C:10]1[CH:11]=[C:12]([C:21]2[CH:26]=[CH:25][CH:24]=[C:23]([CH3:27])[CH:22]=2)[C:13]([O:16][CH2:17][CH:18]2[CH2:20][CH2:19]2)=[CH:14][CH:15]=1)[CH2:6][CH:7]([CH3:9])[CH3:8])C.O.[OH-].[Li+]. The catalyst is CO.C1COCC1.O. The product is [CH:18]1([CH2:17][O:16][C:13]2[C:12]([C:21]3[CH:26]=[CH:25][CH:24]=[C:23]([CH3:27])[CH:22]=3)=[CH:11][C:10]([CH:5]([CH2:6][CH:7]([CH3:9])[CH3:8])[C:4]([OH:28])=[O:3])=[CH:15][CH:14]=2)[CH2:19][CH2:20]1. The yield is 0.620.